Dataset: Full USPTO retrosynthesis dataset with 1.9M reactions from patents (1976-2016). Task: Predict the reactants needed to synthesize the given product. (1) Given the product [C:46]([C:2]1[CH:3]=[C:4]([CH2:16][C@H:17]([NH:37][C:38]([N:40]2[CH2:45][CH2:44][O:43][CH2:42][CH2:41]2)=[O:39])[C:18]([NH:20][CH2:21][CH2:22][CH2:23][CH2:24][O:25][C:26]2[CH:35]=[CH:34][CH:33]=[C:32]([OH:36])[C:27]=2[C:28]([O:30][CH3:31])=[O:29])=[O:19])[CH:5]=[CH:6][C:7]=1[CH:8]1[S:12](=[O:13])(=[O:14])[NH:11][C:10](=[O:15])[CH2:9]1)#[N:47], predict the reactants needed to synthesize it. The reactants are: Br[C:2]1[CH:3]=[C:4]([CH2:16][C@H:17]([NH:37][C:38]([N:40]2[CH2:45][CH2:44][O:43][CH2:42][CH2:41]2)=[O:39])[C:18]([NH:20][CH2:21][CH2:22][CH2:23][CH2:24][O:25][C:26]2[CH:35]=[CH:34][CH:33]=[C:32]([OH:36])[C:27]=2[C:28]([O:30][CH3:31])=[O:29])=[O:19])[CH:5]=[CH:6][C:7]=1[CH:8]1[S:12](=[O:14])(=[O:13])[NH:11][C:10](=[O:15])[CH2:9]1.[CH3:46][N:47](C=O)C. (2) Given the product [CH3:1][C:2]([CH3:19])([CH3:18])[CH2:3][NH:4][C:5]1[C:14]2[C:9](=[CH:10][CH:11]=[C:12]([O:15][CH2:21][CH2:22][CH2:23][N:24]3[CH2:29][CH2:28][N:27]([CH2:30][CH2:31][O:34][CH3:33])[CH2:26][CH2:25]3)[CH:13]=2)[N:8]=[C:7]([C:16]#[N:17])[N:6]=1, predict the reactants needed to synthesize it. The reactants are: [CH3:1][C:2]([CH3:19])([CH3:18])[CH2:3][NH:4][C:5]1[C:14]2[C:9](=[CH:10][CH:11]=[C:12]([OH:15])[CH:13]=2)[N:8]=[C:7]([C:16]#[N:17])[N:6]=1.Cl[CH2:21][CH2:22][CH2:23][N:24]1[CH2:29][CH2:28][N:27]([CH2:30][CH2:31]C)[CH2:26][CH2:25]1.[C:33](=O)([O-])[O-:34].[Cs+].[Cs+].O. (3) The reactants are: Cl[C:2]1[CH:7]=[C:6]([Cl:8])[N:5]=[C:4]([C:9]2[CH:14]=[CH:13][CH:12]=[C:11]([CH3:15])[N:10]=2)[N:3]=1.[CH:16]([N:19]1[CH2:24][CH2:23][N:22]([C:25]([C:27]2[CH:32]=[CH:31][C:30]([C:33]3[CH:34]=[N:35][CH:36]=[C:37](B4OC(C)(C)C(C)(C)O4)[CH:38]=3)=[CH:29][CH:28]=2)=[O:26])[CH2:21][CH2:20]1)([CH3:18])[CH3:17]. Given the product [Cl:8][C:6]1[N:5]=[C:4]([C:9]2[CH:14]=[CH:13][CH:12]=[C:11]([CH3:15])[N:10]=2)[N:3]=[C:2]([C:37]2[CH:38]=[C:33]([C:30]3[CH:29]=[CH:28][C:27]([C:25]([N:22]4[CH2:21][CH2:20][N:19]([CH:16]([CH3:18])[CH3:17])[CH2:24][CH2:23]4)=[O:26])=[CH:32][CH:31]=3)[CH:34]=[N:35][CH:36]=2)[CH:7]=1, predict the reactants needed to synthesize it. (4) The reactants are: [C:1]([Cl:6])(=O)[C:2](Cl)=[O:3].[C:7]([N:11]1C(=O)C(O)=[C:13]([C:18]2[CH:23]=[CH:22][CH:21]=[CH:20][CH:19]=2)[S:12]1(=[O:25])=[O:24])([CH3:10])([CH3:9])[CH3:8].CN(C=O)C. Given the product [C:7]([N:11]1[C:2](=[O:3])[C:1]([Cl:6])=[C:13]([C:18]2[CH:23]=[CH:22][CH:21]=[CH:20][CH:19]=2)[S:12]1(=[O:25])=[O:24])([CH3:10])([CH3:8])[CH3:9], predict the reactants needed to synthesize it.